This data is from Reaction yield outcomes from USPTO patents with 853,638 reactions. The task is: Predict the reaction yield, written as a fraction of the theoretical maximum amount of product (1.0 means a 100% yield; for example, 0.34 means a 34% yield). (1) The reactants are [C:1]1([CH3:15])[CH:6]=[CH:5][CH:4]=[C:3]([C:7]2[O:11][N:10]=[C:9]([C@@H:12]([OH:14])[CH3:13])[CH:8]=2)[CH:2]=1.[CH3:16][S:17](Cl)(=[O:19])=[O:18]. The catalyst is C(Cl)Cl.O. The product is [CH3:16][S:17]([O:14][C@H:12]([C:9]1[CH:8]=[C:7]([C:3]2[CH:2]=[C:1]([CH3:15])[CH:6]=[CH:5][CH:4]=2)[O:11][N:10]=1)[CH3:13])(=[O:19])=[O:18]. The yield is 1.00. (2) The reactants are C(OC(N[C:9]1[C:10]([CH3:21])=[C:11]([C:17](I)=[CH:18][CH:19]=1)[CH2:12][O:13][C:14](=[O:16])[CH3:15])=O)(C)(C)C.[CH2:22]=[C:23]1[CH2:28][CH2:27][O:26][C:24]1=[O:25].[C:29]([O-:32])(=[O:31])C.[K+]. The catalyst is CN(C)C=O.C([O-])(=O)C.[Pd+2].C([O-])(=O)C. The product is [C:14]([O:13][CH2:12][C:11]1[C:17]([CH2:22][C:23]2[C:24](=[O:25])[O:26][CH2:27][CH:28]=2)=[CH:18][CH:19]=[C:9]([C:29]([O:32][C:10]([CH3:21])([CH3:11])[CH3:9])=[O:31])[C:10]=1[CH3:21])(=[O:16])[CH3:15]. The yield is 0.540. (3) The reactants are [C:1]([C:5]1[CH:6]=[C:7]([N:15]2[C:19]([O:20][CH:21]3[CH2:26][CH2:25][CH2:24][CH2:23][CH2:22]3)=[CH:18][C:17]([C:27]([O-:29])=O)=[N:16]2)[CH:8]=[C:9]([C:11]2([CH3:14])[CH2:13][CH2:12]2)[CH:10]=1)([CH3:4])([CH3:3])[CH3:2].[K+].CCN(C(C)C)C(C)C.[NH2:40][C@H:41]1[CH2:44][C@H:43]([C:45]([OH:47])=[O:46])[CH2:42]1.CN(C(ON1N=NC2C=CC=NC1=2)=[N+](C)C)C.F[P-](F)(F)(F)(F)F. The catalyst is CN(C=O)C.O. The product is [C:11]([C:9]1[CH:8]=[C:7]([N:15]2[C:19]([O:20][CH:21]3[CH2:26][CH2:25][CH2:24][CH2:23][CH2:22]3)=[CH:18][C:17]([C:27]([NH:40][C@H:41]3[CH2:44][C@H:43]([C:45]([OH:47])=[O:46])[CH2:42]3)=[O:29])=[N:16]2)[CH:6]=[C:5]([C:1]2([CH3:4])[CH2:2][CH2:3]2)[CH:10]=1)([CH3:14])([CH3:13])[CH3:12]. The yield is 0.320.